Dataset: TCR-epitope binding with 47,182 pairs between 192 epitopes and 23,139 TCRs. Task: Binary Classification. Given a T-cell receptor sequence (or CDR3 region) and an epitope sequence, predict whether binding occurs between them. (1) The epitope is KPLEFGATSAAL. The TCR CDR3 sequence is CASSNDREVTYGYTF. Result: 1 (the TCR binds to the epitope). (2) The epitope is IIKDYGKQM. The TCR CDR3 sequence is CASSIFPGGGYGYTF. Result: 0 (the TCR does not bind to the epitope). (3) The epitope is KLSYGIATV. The TCR CDR3 sequence is CASSFDYALYGYTF. Result: 1 (the TCR binds to the epitope). (4) The epitope is ELAGIGILTV. The TCR CDR3 sequence is CASSPGGIAFF. Result: 1 (the TCR binds to the epitope). (5) The epitope is TPINLVRDL. The TCR CDR3 sequence is CASSQDPGGGASGELFF. Result: 0 (the TCR does not bind to the epitope). (6) The epitope is LLLGIGILV. The TCR CDR3 sequence is CASSVGRFVGPYEKLFF. Result: 1 (the TCR binds to the epitope).